This data is from Full USPTO retrosynthesis dataset with 1.9M reactions from patents (1976-2016). The task is: Predict the reactants needed to synthesize the given product. Given the product [NH2:16][C:11]1[CH:12]=[CH:13][CH:14]=[C:15]2[C:10]=1[C:9](=[O:19])[C:8]1([NH:20][C:21](=[O:28])[C:22]3[CH:27]=[CH:26][N:25]=[CH:24][CH:23]=3)[C:7]3[CH:29]=[CH:30][C:31]([CH:33]([CH3:35])[CH3:34])=[CH:32][C:6]=3[O:5][C:4]12[OH:3], predict the reactants needed to synthesize it. The reactants are: Cl.O.[OH:3][C:4]12[C:15]3[C:10](=[C:11]([N+:16]([O-])=O)[CH:12]=[CH:13][CH:14]=3)[C:9](=[O:19])[C:8]1([NH:20][C:21](=[O:28])[C:22]1[CH:27]=[CH:26][N:25]=[CH:24][CH:23]=1)[C:7]1[CH:29]=[CH:30][C:31]([CH:33]([CH3:35])[CH3:34])=[CH:32][C:6]=1[O:5]2.